This data is from Full USPTO retrosynthesis dataset with 1.9M reactions from patents (1976-2016). The task is: Predict the reactants needed to synthesize the given product. (1) Given the product [CH3:1][O:2][C:3]1[CH:4]=[C:5]([C:11]#[C:12][C:13]2[N:21]([CH3:22])[C:20]3[C:19](=[O:23])[N:18]([CH2:35][C:34]#[CH:33])[C:17](=[O:24])[N:16]([CH2:25][CH3:26])[C:15]=3[N:14]=2)[CH:6]=[CH:7][C:8]=1[O:9][CH3:10], predict the reactants needed to synthesize it. The reactants are: [CH3:1][O:2][C:3]1[CH:4]=[C:5]([C:11]#[C:12][C:13]2[N:21]([CH3:22])[C:20]3[C:19](=[O:23])[NH:18][C:17](=[O:24])[N:16]([CH2:25][CH3:26])[C:15]=3[N:14]=2)[CH:6]=[CH:7][C:8]=1[O:9][CH3:10].C(=O)([O-])[O-].[K+].[K+].[CH2:33](Br)[C:34]#[CH:35].ClCCl.CO. (2) Given the product [C:1]([O:6][CH2:10][CH:9]([O:12][CH3:13])[O:8][CH3:7])(=[O:5])[CH2:2][CH2:3][CH3:4], predict the reactants needed to synthesize it. The reactants are: [C:1]([OH:6])(=[O:5])[CH2:2][CH2:3][CH3:4].[CH3:7][O:8][CH:9]([O:12][CH3:13])[CH2:10]Br.C([O-])([O-])=O.[K+].[K+].O. (3) Given the product [BrH:1].[CH2:18]([O:17][P:16]([CH2:15][C:14](=[NH:13])[S:24][CH2:2][C:3]1[CH:12]=[CH:11][C:10]2[C:5](=[CH:6][CH:7]=[CH:8][CH:9]=2)[CH:4]=1)([O:20][CH2:21][CH3:22])=[O:23])[CH3:19], predict the reactants needed to synthesize it. The reactants are: [Br:1][CH2:2][C:3]1[CH:12]=[CH:11][C:10]2[C:5](=[CH:6][CH:7]=[CH:8][CH:9]=2)[CH:4]=1.[NH2:13][C:14](=[S:24])[CH2:15][P:16](=[O:23])([O:20][CH2:21][CH3:22])[O:17][CH2:18][CH3:19].